This data is from Forward reaction prediction with 1.9M reactions from USPTO patents (1976-2016). The task is: Predict the product of the given reaction. (1) The product is: [Cl:35][C:29]1[CH:28]=[C:27]2[C:32](=[CH:31][CH:30]=1)[NH:33][C:34]1[CH:22]([NH:21][C:19]([C:16]3[CH:15]=[CH:14][C:13]([C:11]([NH:10][CH2:9][CH2:8][O:7][CH2:6][CH2:5][O:4][CH2:3][CH2:2][NH:1][C:43]([C:44]4[CH:49]=[CH:48][CH:47]=[CH:46][CH:45]=4)=[O:50])=[O:12])=[CH:18][N:17]=3)=[O:20])[CH2:23][CH2:24][CH2:25][C:26]2=1. Given the reactants [NH2:1][CH2:2][CH2:3][O:4][CH2:5][CH2:6][O:7][CH2:8][CH2:9][NH:10][C:11]([C:13]1[CH:14]=[CH:15][C:16]([C:19]([NH:21][CH:22]2[C:34]3[NH:33][C:32]4[C:27](=[CH:28][C:29]([Cl:35])=[CH:30][CH:31]=4)[C:26]=3[CH2:25][CH2:24][CH2:23]2)=[O:20])=[N:17][CH:18]=1)=[O:12].C(N(CC)CC)C.[C:43](Cl)(=[O:50])[C:44]1[CH:49]=[CH:48][CH:47]=[CH:46][CH:45]=1, predict the reaction product. (2) Given the reactants [Br:1][C:2]1[CH:3]=[N:4][C:5]2[N:6]([N:8]=[C:9]([C:11]([OH:13])=O)[CH:10]=2)[CH:7]=1.[CH3:14][N:15]1[C:24]2[C:19](=[C:20]([C:25]([F:28])([F:27])[F:26])[CH:21]=[CH:22][CH:23]=2)[CH2:18][CH2:17][NH:16]1, predict the reaction product. The product is: [Br:1][C:2]1[CH:3]=[N:4][C:5]2[N:6]([N:8]=[C:9]([C:11]([N:16]3[CH2:17][CH2:18][C:19]4[C:24](=[CH:23][CH:22]=[CH:21][C:20]=4[C:25]([F:26])([F:27])[F:28])[N:15]3[CH3:14])=[O:13])[CH:10]=2)[CH:7]=1. (3) Given the reactants [O:1]1[C:6]2[CH:7]=[CH:8][C:9](B(O)O)=[CH:10][C:5]=2[O:4][CH2:3][CH2:2]1.I[C:15]1[C:23]2[C:18](=[N:19][CH:20]=[N:21][C:22]=2[NH2:24])[N:17]([CH:25]([CH3:27])[CH3:26])[N:16]=1.C([O-])([O-])=O.[Na+].[Na+], predict the reaction product. The product is: [O:1]1[CH2:2][CH2:3][O:4][C:5]2[CH:10]=[C:9]([C:15]3[C:23]4[C:18](=[N:19][CH:20]=[N:21][C:22]=4[NH2:24])[N:17]([CH:25]([CH3:27])[CH3:26])[N:16]=3)[CH:8]=[CH:7][C:6]1=2. (4) Given the reactants [Br:1][C:2]1[CH:3]=[CH:4][C:5](F)=[C:6]([N+:8]([O-:10])=[O:9])[CH:7]=1.[NH2:12][CH2:13][CH2:14][N:15]1[CH2:20][CH2:19][O:18][CH2:17][CH2:16]1, predict the reaction product. The product is: [Br:1][C:2]1[CH:3]=[CH:4][C:5]([NH:12][CH2:13][CH2:14][N:15]2[CH2:20][CH2:19][O:18][CH2:17][CH2:16]2)=[C:6]([N+:8]([O-:10])=[O:9])[CH:7]=1. (5) The product is: [CH3:24][C:23]1[CH:22]=[C:21]([CH3:25])[NH:20][C:19](=[O:26])[C:18]=1[CH2:17][NH:16][C:14]([C:4]1[C:5]2[CH:6]=[N:7][N:8]([CH:11]([CH3:13])[CH3:12])[C:9]=2[CH:10]=[C:2]([C:35]2[CH:40]=[N:39][C:38]([N:41]3[CH2:42][CH2:43][NH:44][CH2:45][CH2:46]3)=[CH:37][CH:36]=2)[CH:3]=1)=[O:15]. Given the reactants Br[C:2]1[CH:3]=[C:4]([C:14]([NH:16][CH2:17][C:18]2[C:19](=[O:26])[NH:20][C:21]([CH3:25])=[CH:22][C:23]=2[CH3:24])=[O:15])[C:5]2[CH:6]=[N:7][N:8]([CH:11]([CH3:13])[CH3:12])[C:9]=2[CH:10]=1.CC1(C)C(C)(C)OB([C:35]2[CH:36]=[CH:37][C:38]([N:41]3[CH2:46][CH2:45][NH:44][CH2:43][CH2:42]3)=[N:39][CH:40]=2)O1, predict the reaction product. (6) Given the reactants C[O:2][C:3]1[C:8]2[S:9][C:10]([C:12]3[CH:17]=[CH:16][N:15]=[C:14]([NH:18][CH2:19][CH2:20][CH2:21][N:22]4[CH2:27][CH2:26][N:25]([CH3:28])[CH2:24][CH2:23]4)[N:13]=3)=[CH:11][C:7]=2[CH:6]=[CH:5][CH:4]=1.B(Br)(Br)Br, predict the reaction product. The product is: [CH3:28][N:25]1[CH2:26][CH2:27][N:22]([CH2:21][CH2:20][CH2:19][NH:18][C:14]2[N:13]=[C:12]([C:10]3[S:9][C:8]4[C:3]([OH:2])=[CH:4][CH:5]=[CH:6][C:7]=4[CH:11]=3)[CH:17]=[CH:16][N:15]=2)[CH2:23][CH2:24]1. (7) The product is: [Cl:2][C:3]1[C:11]([O:12][CH2:13][CH2:14][CH2:15][NH:16][S:27]([CH3:26])(=[O:29])=[O:28])=[CH:10][C:9]([I:17])=[C:8]2[C:4]=1[CH2:5][NH:6][C:7]2=[O:18]. Given the reactants Cl.[Cl:2][C:3]1[C:11]([O:12][CH2:13][CH2:14][CH2:15][NH2:16])=[CH:10][C:9]([I:17])=[C:8]2[C:4]=1[CH2:5][NH:6][C:7]2=[O:18].C(N(CC)CC)C.[CH3:26][S:27](Cl)(=[O:29])=[O:28], predict the reaction product. (8) Given the reactants [CH3:1][O:2][C:3]1[CH:7]=[C:6]([C:8]([OH:10])=O)[N:5]([CH3:11])[N:4]=1.O1CCCC1.S(Cl)(Cl)=O.[NH2:21][C:22]1[CH:23]=[C:24]([CH:41]=[CH:42][C:43]=1[CH3:44])[O:25][C:26]1[CH:27]=[CH:28][C:29]2[N:30]([N:32]=[C:33]([NH:35][C:36]([CH:38]3[CH2:40][CH2:39]3)=[O:37])[N:34]=2)[CH:31]=1, predict the reaction product. The product is: [CH:38]1([C:36]([NH:35][C:33]2[N:34]=[C:29]3[CH:28]=[CH:27][C:26]([O:25][C:24]4[CH:41]=[CH:42][C:43]([CH3:44])=[C:22]([NH:21][C:8]([C:6]5[N:5]([CH3:11])[N:4]=[C:3]([O:2][CH3:1])[CH:7]=5)=[O:10])[CH:23]=4)=[CH:31][N:30]3[N:32]=2)=[O:37])[CH2:39][CH2:40]1. (9) Given the reactants [Br:1][C:2]1[CH:7]=[CH:6][C:5]([O:8][CH3:9])=[CH:4][C:3]=1[CH2:10]Br.[F:12][C:13]([F:23])([F:22])[C:14]1[CH:21]=[CH:20][C:17]([CH2:18][NH2:19])=[CH:16][CH:15]=1.C(N(CC)CC)C, predict the reaction product. The product is: [F:12][C:13]([F:22])([F:23])[C:14]1[CH:21]=[CH:20][C:17]([CH2:18][NH:19][CH2:10][C:3]2[CH:4]=[C:5]([O:8][CH3:9])[CH:6]=[CH:7][C:2]=2[Br:1])=[CH:16][CH:15]=1.